Dataset: Forward reaction prediction with 1.9M reactions from USPTO patents (1976-2016). Task: Predict the product of the given reaction. (1) Given the reactants [C:1](/[CH:5]=[CH:6]/[C:7]1[CH:12]=[C:11]([O:13][CH3:14])[CH:10]=[CH:9][C:8]=1[CH:15]1[C:23]2[C:18](=[CH:19][CH:20]=[C:21]([O:24][CH2:25][CH2:26][CH3:27])[CH:22]=2)[CH:17]([C:28]2[CH:33]=[CH:32][C:31]3[O:34][CH2:35][O:36][C:30]=3[CH:29]=2)[CH:16]1[C:37]([O-:39])=[O:38])([O:3]C)=[O:2].[OH-].[Na+], predict the reaction product. The product is: [C:1](/[CH:5]=[CH:6]/[C:7]1[CH:12]=[C:11]([O:13][CH3:14])[CH:10]=[CH:9][C:8]=1[CH:15]1[C:23]2[C:18](=[CH:19][CH:20]=[C:21]([O:24][CH2:25][CH2:26][CH3:27])[CH:22]=2)[CH:17]([C:28]2[CH:33]=[CH:32][C:31]3[O:34][CH2:35][O:36][C:30]=3[CH:29]=2)[CH:16]1[C:37]([OH:39])=[O:38])([OH:3])=[O:2]. (2) Given the reactants [C:1]([O:5][C:6]([NH:8][C@@H:9]([CH2:14][C:15]1[CH:20]=[CH:19][CH:18]=[CH:17][CH:16]=1)[C@H:10]([OH:13])[CH2:11]Cl)=[O:7])([CH3:4])([CH3:3])[CH3:2].C(=O)([O-])[O-].[K+].[K+].C(O)(=O)CC(CC(O)=O)(C(O)=O)O, predict the reaction product. The product is: [C:1]([O:5][C:6]([NH:8][C@@H:9]([CH2:14][C:15]1[CH:20]=[CH:19][CH:18]=[CH:17][CH:16]=1)[C@@H:10]1[O:13][CH2:11]1)=[O:7])([CH3:4])([CH3:3])[CH3:2]. (3) The product is: [Cl:23][C:13]1[N:12]([CH3:16])[C:11]2[C:6]([CH:3]([CH2:4][CH3:5])[CH2:1][CH3:2])=[CH:7][CH:8]=[C:9]([C:17]([F:20])([F:19])[F:18])[C:10]=2[N:14]=1. Given the reactants [CH2:1]([CH:3]([C:6]1[C:11]2[N:12]([CH3:16])[C:13](=O)[NH:14][C:10]=2[C:9]([C:17]([F:20])([F:19])[F:18])=[CH:8][CH:7]=1)[CH2:4][CH3:5])[CH3:2].P(Cl)(Cl)([Cl:23])=O, predict the reaction product. (4) Given the reactants [CH2:1]([O:8][C:9](=[O:40])[C@H:10]([CH2:38]O)[NH:11][C:12](=[O:37])[CH:13]([CH2:19][C:20]1[CH:25]=[CH:24][C:23]([O:26][Si:27]([CH:34]([CH3:36])[CH3:35])([CH:31]([CH3:33])[CH3:32])[CH:28]([CH3:30])[CH3:29])=[CH:22][CH:21]=1)[CH2:14][C:15]([O:17][CH3:18])=[O:16])[C:2]1[CH:7]=[CH:6][CH:5]=[CH:4][CH:3]=1.CC[N+](S(N=C(OC)[O-])(=O)=O)(CC)CC, predict the reaction product. The product is: [CH2:1]([O:8][C:9]([CH:10]1[CH2:38][O:37][C:12]([CH:13]([CH2:19][C:20]2[CH:25]=[CH:24][C:23]([O:26][Si:27]([CH:31]([CH3:32])[CH3:33])([CH:28]([CH3:30])[CH3:29])[CH:34]([CH3:35])[CH3:36])=[CH:22][CH:21]=2)[CH2:14][C:15]([O:17][CH3:18])=[O:16])=[N:11]1)=[O:40])[C:2]1[CH:7]=[CH:6][CH:5]=[CH:4][CH:3]=1. (5) Given the reactants Cl.[Cl:2][C:3]1[N:4]=[C:5]([N:19]2[CH2:24][CH2:23][O:22][CH2:21][CH2:20]2)[C:6]2[S:11][C:10]([CH2:12][N:13]3[CH2:18][CH2:17][NH:16][CH2:15][CH2:14]3)=[CH:9][C:7]=2[N:8]=1.C(N(CC)CC)C.[CH2:32]([S:34](Cl)(=[O:36])=[O:35])[CH3:33], predict the reaction product. The product is: [Cl:2][C:3]1[N:4]=[C:5]([N:19]2[CH2:20][CH2:21][O:22][CH2:23][CH2:24]2)[C:6]2[S:11][C:10]([CH2:12][N:13]3[CH2:18][CH2:17][N:16]([S:34]([CH2:32][CH3:33])(=[O:36])=[O:35])[CH2:15][CH2:14]3)=[CH:9][C:7]=2[N:8]=1. (6) The product is: [C:23]([C:21]1[N:22]=[C:18]([C:16]([NH:15][C:12]2[CH:13]=[CH:14][C:9]([CH:8]=[CH:7][C:6]([OH:39])=[O:5])=[CH:10][C:11]=2[C:33]2[CH2:38][CH2:37][CH2:36][CH2:35][CH:34]=2)=[O:17])[NH:19][CH:20]=1)#[N:24]. Given the reactants C([O:5][C:6](=[O:39])[CH:7]=[CH:8][C:9]1[CH:14]=[CH:13][C:12]([NH:15][C:16]([C:18]2[N:19](COCC[Si](C)(C)C)[CH:20]=[C:21]([C:23]#[N:24])[N:22]=2)=[O:17])=[C:11]([C:33]2[CH2:38][CH2:37][CH2:36][CH2:35][CH:34]=2)[CH:10]=1)(C)(C)C.C(O)(C(F)(F)F)=O.CCO, predict the reaction product. (7) Given the reactants [F:1][C:2]1[CH:7]=[CH:6][C:5]([C:8]2[C:13]([C:14]3[CH:15]=[C:16]4[C:20](=[C:21]([C:23]([O:25]C)=[O:24])[CH:22]=3)[NH:19][N:18]=[CH:17]4)=[CH:12][CH:11]=[CH:10][N:9]=2)=[CH:4][C:3]=1[CH3:27].[Li+].[OH-], predict the reaction product. The product is: [F:1][C:2]1[CH:7]=[CH:6][C:5]([C:8]2[C:13]([C:14]3[CH:15]=[C:16]4[C:20](=[C:21]([C:23]([OH:25])=[O:24])[CH:22]=3)[NH:19][N:18]=[CH:17]4)=[CH:12][CH:11]=[CH:10][N:9]=2)=[CH:4][C:3]=1[CH3:27].